Dataset: Forward reaction prediction with 1.9M reactions from USPTO patents (1976-2016). Task: Predict the product of the given reaction. Given the reactants Cl[CH2:2][CH2:3][N:4]1[C:9]2[CH:10]=[CH:11][C:12]([N+:14]([O-:16])=[O:15])=[CH:13][C:8]=2[O:7][CH2:6][C:5]1=[O:17].C(=O)([O-])[O-].[K+].[K+].[CH3:24][N:25]1[CH2:30][CH2:29][NH:28][CH2:27][CH2:26]1.C(=O)([O-])O.[Na+], predict the reaction product. The product is: [CH3:24][N:25]1[CH2:30][CH2:29][N:28]([CH2:2][CH2:3][N:4]2[C:9]3[CH:10]=[CH:11][C:12]([N+:14]([O-:16])=[O:15])=[CH:13][C:8]=3[O:7][CH2:6][C:5]2=[O:17])[CH2:27][CH2:26]1.